Task: Predict the reaction yield, written as a fraction of the theoretical maximum amount of product (1.0 means a 100% yield; for example, 0.34 means a 34% yield).. Dataset: Reaction yield outcomes from USPTO patents with 853,638 reactions The reactants are Cl[C:2]1[N:9]=[CH:8][C:7]([F:10])=[CH:6][C:3]=1[C:4]#[N:5].O.[NH2:12][NH2:13]. The catalyst is C(O)CCC. The product is [F:10][C:7]1[CH:6]=[C:3]2[C:4]([NH2:5])=[N:13][NH:12][C:2]2=[N:9][CH:8]=1. The yield is 0.880.